From a dataset of Forward reaction prediction with 1.9M reactions from USPTO patents (1976-2016). Predict the product of the given reaction. Given the reactants C(N1C(C2CCN(C3COC3)CC2)=CC(C2C=C(C(F)(F)F)C(N)=NC=2)=N1)(C)C.I[C:31]1[CH:35]=[C:34]([CH:36]2[CH2:41][CH2:40][N:39]([C:42](=[O:44])[CH3:43])[CH2:38][CH2:37]2)[N:33]([CH:45]([CH3:47])[CH3:46])[N:32]=1.[CH3:48][C:49]1[C:57]2[C:52](=[N:53][CH:54]=[C:55](B3OC(C)(C)C(C)(C)O3)[CH:56]=2)[NH:51][CH:50]=1, predict the reaction product. The product is: [CH:45]([N:33]1[C:34]([CH:36]2[CH2:41][CH2:40][N:39]([C:42](=[O:44])[CH3:43])[CH2:38][CH2:37]2)=[CH:35][C:31]([C:55]2[CH:56]=[C:57]3[C:49]([CH3:48])=[CH:50][NH:51][C:52]3=[N:53][CH:54]=2)=[N:32]1)([CH3:47])[CH3:46].